Dataset: TCR-epitope binding with 47,182 pairs between 192 epitopes and 23,139 TCRs. Task: Binary Classification. Given a T-cell receptor sequence (or CDR3 region) and an epitope sequence, predict whether binding occurs between them. (1) The TCR CDR3 sequence is CASSLGGANEQFF. The epitope is YIFFASFYY. Result: 1 (the TCR binds to the epitope). (2) The epitope is TLDSKTQSL. The TCR CDR3 sequence is CAWSVASTGLNYEQYF. Result: 0 (the TCR does not bind to the epitope). (3) The epitope is HPVGEADYFEY. The TCR CDR3 sequence is CASSQARANYGYTF. Result: 0 (the TCR does not bind to the epitope).